Dataset: Full USPTO retrosynthesis dataset with 1.9M reactions from patents (1976-2016). Task: Predict the reactants needed to synthesize the given product. Given the product [CH3:10][C:2]([O:11][C:12]1[CH:17]=[CH:16][C:15]([CH2:18][CH2:19][C:20](=[O:36])[C:21]2[S:22][C:23]([C:26]3[CH:27]=[CH:28][C:29]([C:32]([F:35])([F:34])[F:33])=[CH:30][CH:31]=3)=[CH:24][CH:25]=2)=[CH:14][C:13]=1[CH3:37])([CH3:1])[C:3]([OH:5])=[O:4], predict the reactants needed to synthesize it. The reactants are: [CH3:1][C:2]([O:11][C:12]1[CH:17]=[CH:16][C:15]([CH2:18][CH2:19][C:20](=[O:36])[C:21]2[S:22][C:23]([C:26]3[CH:31]=[CH:30][C:29]([C:32]([F:35])([F:34])[F:33])=[CH:28][CH:27]=3)=[CH:24][CH:25]=2)=[CH:14][C:13]=1[CH3:37])([CH3:10])[C:3]([O:5]C(C)(C)C)=[O:4].FC(F)(F)C(O)=O.